From a dataset of Reaction yield outcomes from USPTO patents with 853,638 reactions. Predict the reaction yield, written as a fraction of the theoretical maximum amount of product (1.0 means a 100% yield; for example, 0.34 means a 34% yield). The reactants are [Cl:1][C:2]1[C:3]([NH:15][CH:16]2[CH2:26][CH2:25][C:19]3([CH2:24][CH2:23][NH:22][CH2:21][CH2:20]3)[CH2:18][CH2:17]2)=[N:4][C:5]([NH:8][C:9]2[CH:10]=[N:11][N:12]([CH3:14])[CH:13]=2)=[N:6][CH:7]=1.[C:27](OC(=O)C)(=[O:29])[CH3:28].C(N(CC)CC)C. The catalyst is ClCCl. The product is [Cl:1][C:2]1[C:3]([NH:15][CH:16]2[CH2:26][CH2:25][C:19]3([CH2:24][CH2:23][N:22]([C:27](=[O:29])[CH3:28])[CH2:21][CH2:20]3)[CH2:18][CH2:17]2)=[N:4][C:5]([NH:8][C:9]2[CH:10]=[N:11][N:12]([CH3:14])[CH:13]=2)=[N:6][CH:7]=1. The yield is 0.718.